From a dataset of hERG Central: cardiac toxicity at 1µM, 10µM, and general inhibition. Predict hERG channel inhibition at various concentrations. (1) The drug is CCOc1ccc(NC(=O)CN(C)C(=O)/C=C/c2ccco2)cc1OCC. Results: hERG_inhib (hERG inhibition (general)): blocker. (2) The molecule is CCN(CC)CCCN(C(=O)c1ccco1)c1nc(-c2ccc(Cl)cc2)cs1.Cl. Results: hERG_inhib (hERG inhibition (general)): blocker. (3) The drug is Cc1ccc(Nc2nc(NCCO)c3ccccc3n2)cc1C.Cl. Results: hERG_inhib (hERG inhibition (general)): blocker. (4) The molecule is CCn1cc(CN2CCC(n3nccc3NC(=O)c3ccccc3OC)CC2)cn1. Results: hERG_inhib (hERG inhibition (general)): blocker. (5) Results: hERG_inhib (hERG inhibition (general)): blocker. The drug is O=C(C1CCC(=O)N(C2CCCC2)C1)N1CCN(c2ccc(Cl)cc2)CC1. (6) The drug is CC(C)Cn1c(CCCNC(=O)c2ccc(F)cc2)nc2ccccc21. Results: hERG_inhib (hERG inhibition (general)): blocker. (7) The molecule is NC(=O)NC(=O)CSc1nc2cc([N+](=O)[O-])ccc2n1-c1cccc(C(F)(F)F)c1. Results: hERG_inhib (hERG inhibition (general)): blocker. (8) The molecule is O=C(NCc1cccc(Cl)c1)c1ccc(CS(=O)Cc2ccc(Cl)cc2)o1. Results: hERG_inhib (hERG inhibition (general)): blocker. (9) The molecule is O=C(Nc1ccc(S(=O)(=O)N2CCCCCC2)cc1)c1ccco1. Results: hERG_inhib (hERG inhibition (general)): blocker. (10) Results: hERG_inhib (hERG inhibition (general)): blocker. The drug is N#Cc1cccc(C(=O)N(CCc2ccccc2)Cc2cccs2)c1.